From a dataset of Reaction yield outcomes from USPTO patents with 853,638 reactions. Predict the reaction yield, written as a fraction of the theoretical maximum amount of product (1.0 means a 100% yield; for example, 0.34 means a 34% yield). (1) The reactants are [NH2:1][C:2]1[C:7]([F:8])=[CH:6][N:5]=[C:4]([OH:9])[N:3]=1.[C:10]1([N:16]=[C:17]=[O:18])[CH:15]=[CH:14][CH:13]=[CH:12][CH:11]=1. The catalyst is CN(C)C=O. The product is [NH2:1][C:2]1[C:7]([F:8])=[CH:6][N:5]([C:17]([NH:16][C:10]2[CH:15]=[CH:14][CH:13]=[CH:12][CH:11]=2)=[O:18])[C:4](=[O:9])[N:3]=1. The yield is 0.660. (2) The reactants are [NH2:1][CH:2]1[CH2:7][CH2:6][CH:5]([C:8]([OH:10])=[O:9])[CH2:4][CH2:3]1.[C:11](OCC)(=[O:13])C.C(O)(=O)[CH2:18][C:19]([CH2:24]C(O)=O)([C:21](O)=O)[OH:20]. The catalyst is [OH-].[Na+].O1CCOCC1.C(#N)C. The product is [C:19]([O:20][C:11]([NH:1][CH:2]1[CH2:7][CH2:6][CH:5]([C:8]([OH:10])=[O:9])[CH2:4][CH2:3]1)=[O:13])([CH3:18])([CH3:21])[CH3:24]. The yield is 1.25. (3) The reactants are [OH:1][C:2]1[CH:3]=[C:4]([CH:7]=[CH:8][CH:9]=1)[CH:5]=[O:6].Cl[C:11]1[N:16]=[CH:15][CH:14]=[CH:13][N:12]=1.C([O-])([O-])=O.[K+].[K+].O. The catalyst is CS(C)=O. The product is [N:12]1[CH:13]=[CH:14][CH:15]=[N:16][C:11]=1[O:1][C:2]1[CH:3]=[C:4]([CH:7]=[CH:8][CH:9]=1)[CH:5]=[O:6]. The yield is 0.710. (4) The reactants are [CH3:1][N:2]1[C:7](=[O:8])[CH2:6][CH:5]([C:9]2[CH:14]=[CH:13][C:12]([N+:15]([O-])=O)=[CH:11][CH:10]=2)[CH2:4][C:3]1=[O:18]. The catalyst is CO.[Pd]. The product is [NH2:15][C:12]1[CH:11]=[CH:10][C:9]([CH:5]2[CH2:4][C:3](=[O:18])[N:2]([CH3:1])[C:7](=[O:8])[CH2:6]2)=[CH:14][CH:13]=1. The yield is 0.940. (5) The reactants are Cl.[O:2]1[CH:6]=[CH:5][N:4]=[C:3]1[C:7](=[O:17])[CH2:8][CH2:9][CH2:10][CH:11]1[CH2:16][CH2:15][NH:14][CH2:13][CH2:12]1.C([O-])([O-])=O.[K+].[K+].Br[CH:25]([C:27]1[CH:32]=[CH:31][CH:30]=[CH:29][CH:28]=1)[CH3:26]. The catalyst is CC#N. The product is [O:2]1[CH:6]=[CH:5][N:4]=[C:3]1[C:7](=[O:17])[CH2:8][CH2:9][CH2:10][CH:11]1[CH2:16][CH2:15][N:14]([CH:25]([C:27]2[CH:32]=[CH:31][CH:30]=[CH:29][CH:28]=2)[CH3:26])[CH2:13][CH2:12]1. The yield is 0.540. (6) The reactants are [C:1]([CH2:3][C:4]([C:6]1[CH:11]=[CH:10][N:9]=[C:8]([NH:12][C:13](=[O:18])[C:14]([CH3:17])([CH3:16])[CH3:15])[CH:7]=1)=O)#[N:2].O.[NH2:20][NH2:21].Cl. The catalyst is C(O)C. The product is [NH2:2][C:1]1[NH:21][N:20]=[C:4]([C:6]2[CH:11]=[CH:10][N:9]=[C:8]([NH:12][C:13](=[O:18])[C:14]([CH3:17])([CH3:16])[CH3:15])[CH:7]=2)[CH:3]=1. The yield is 0.200. (7) The reactants are [F:1][C:2]1[CH:23]=[CH:22][C:5]([CH2:6][CH2:7][C:8]2[S:9][C:10]3[N:11]=[C:12]([NH2:21])[N:13]=[C:14](S(C)(=O)=O)[C:15]=3[N:16]=2)=[CH:4][CH:3]=1.C(N(CC)CC)C.[Cl:31][C:32]1[CH:47]=[CH:46][C:35]([O:36][CH2:37][C:38]([N:40]2[CH2:45][CH2:44][NH:43][CH2:42][CH2:41]2)=[O:39])=[CH:34][CH:33]=1. The catalyst is O1CCOCC1. The product is [NH2:21][C:12]1[N:13]=[C:14]([N:43]2[CH2:44][CH2:45][N:40]([C:38](=[O:39])[CH2:37][O:36][C:35]3[CH:46]=[CH:47][C:32]([Cl:31])=[CH:33][CH:34]=3)[CH2:41][CH2:42]2)[C:15]2[N:16]=[C:8]([CH2:7][CH2:6][C:5]3[CH:22]=[CH:23][C:2]([F:1])=[CH:3][CH:4]=3)[S:9][C:10]=2[N:11]=1. The yield is 0.850. (8) The reactants are C(Cl)(=O)C.OC=[C:7]1[C:15]2[C:10](=[CH:11][CH:12]=[C:13]([C:16]([C:18]3[CH:23]=[CH:22][C:21]([NH:24][C:25]([C:27]4N(CC)N=C(C)C=4)=[O:26])=[CH:20][CH:19]=3)=[O:17])[CH:14]=2)[NH:9][C:8]1=[O:35]. The catalyst is C1COCC1. The product is [O:35]=[C:8]1[CH2:7][C:15]2[C:10](=[CH:11][CH:12]=[C:13]([C:16]([C:18]3[CH:23]=[CH:22][C:21]([NH:24][C:25](=[O:26])[CH3:27])=[CH:20][CH:19]=3)=[O:17])[CH:14]=2)[NH:9]1. The yield is 0.830.